From a dataset of Forward reaction prediction with 1.9M reactions from USPTO patents (1976-2016). Predict the product of the given reaction. (1) The product is: [Br:41][CH2:14][C:13]([C:12]1[N:8]([C:3]2[CH:4]=[CH:5][CH:6]=[CH:7][C:2]=2[F:1])[N:9]=[N:10][C:11]=1[CH3:16])=[O:15]. Given the reactants [F:1][C:2]1[CH:7]=[CH:6][CH:5]=[CH:4][C:3]=1[N:8]1[C:12]([C:13](=[O:15])[CH3:14])=[C:11]([CH3:16])[N:10]=[N:9]1.CC(OCC1C2C(=CC=CC=2)C(COC(C)=O)=C2C=1C=CC=C2)=O.[Br:41]Br, predict the reaction product. (2) Given the reactants [OH:1][C@H:2]1[CH2:7][CH2:6][C@H:5]([NH:8][C:9]([C@H:11]2[CH2:16][CH2:15][CH2:14][N:13]([S:17]([C:20]3[CH:25]=[CH:24][CH:23]=[CH:22][CH:21]=3)(=[O:19])=[O:18])[CH2:12]2)=[O:10])[CH2:4][CH2:3]1.[N:26]1[CH:31]=[CH:30][C:29](O)=[CH:28][CH:27]=1.C1(P(C2C=CC=CC=2)C2C=CC=CC=2)C=CC=CC=1.N(C(OCC)=O)=NC(OCC)=O, predict the reaction product. The product is: [C:20]1([S:17]([N:13]2[CH2:14][CH2:15][CH2:16][C@H:11]([C:9]([NH:8][CH:5]3[CH2:6][CH2:7][CH:2]([O:1][C:29]4[CH:30]=[CH:31][N:26]=[CH:27][CH:28]=4)[CH2:3][CH2:4]3)=[O:10])[CH2:12]2)(=[O:19])=[O:18])[CH:21]=[CH:22][CH:23]=[CH:24][CH:25]=1.